From a dataset of HIV replication inhibition screening data with 41,000+ compounds from the AIDS Antiviral Screen. Binary Classification. Given a drug SMILES string, predict its activity (active/inactive) in a high-throughput screening assay against a specified biological target. The compound is COc1cccc(C=[N+]2[N-]C(c3ccncc3)=[O+][Co-4]2(O)(O)([OH+]C(C)=O)[n+]2ccccc2)c1. The result is 0 (inactive).